Dataset: Reaction yield outcomes from USPTO patents with 853,638 reactions. Task: Predict the reaction yield, written as a fraction of the theoretical maximum amount of product (1.0 means a 100% yield; for example, 0.34 means a 34% yield). (1) The reactants are [Cl:1][C:2]1[CH:7]=[C:6]2[NH:8][C:9](=[O:35])[C:10]3([CH:15]([C:16]4[CH:21]=[CH:20][CH:19]=[C:18]([Cl:22])[CH:17]=4)[CH2:14][C:13](=O)[N:12]([CH2:24][C:25]([O:27][C:28]([CH3:31])([CH3:30])[CH3:29])=[O:26])[CH:11]3[C:32]([CH3:34])=[CH2:33])[C:5]2=[CH:4][CH:3]=1.[CH3:36][O:37][CH:38]([Si:40]([CH3:43])([CH3:42])[CH3:41])[CH3:39].COC1C=CC(P2(=S)SP(=S)(C3C=CC(OC)=CC=3)[S:53]2)=CC=1. The catalyst is C1(C)C=CC=CC=1. The product is [Cl:1][C:2]1[CH:7]=[C:6]2[NH:8][C:9](=[O:35])[C@:10]3([C@H:15]([C:16]4[CH:21]=[CH:20][CH:19]=[C:18]([Cl:22])[CH:17]=4)[CH2:14][C:13](=[S:53])[N:12]([CH2:24][C:25]([O:27][C:28]([CH3:31])([CH3:30])[CH3:29])=[O:26])[C@H:11]3[C:32]([CH3:34])=[CH2:33])[C:5]2=[CH:4][CH:3]=1.[CH3:36][O:37][CH:38]([Si:40]([CH3:43])([CH3:42])[CH3:41])[CH3:39]. The yield is 0.620. (2) The reactants are [N:1]#[C:2]Br.[CH2:4]([C:7]1[CH:13]=[CH:12][CH:11]=[CH:10][C:8]=1[NH2:9])[CH2:5][CH3:6].O. The catalyst is CCOCC. The product is [CH2:4]([C:7]1[CH:13]=[CH:12][CH:11]=[CH:10][C:8]=1[NH:9][C:2]#[N:1])[CH2:5][CH3:6]. The yield is 0.260. (3) The reactants are [F:1][C:2]([F:25])([F:24])[CH2:3][O:4][C:5]1[CH:6]=[C:7]([C:15](=O)[CH2:16][C:17](=O)[C:18]([F:21])([F:20])[F:19])[CH:8]=[CH:9][C:10]=1[C:11]([F:14])([F:13])[F:12].[NH2:26][C:27]1[C:31]([C:32]2[CH:37]=[C:36]([CH3:38])[N:35]=[C:34]([CH3:39])[CH:33]=2)=[CH:30][NH:29][N:28]=1. No catalyst specified. The product is [CH3:38][C:36]1[CH:37]=[C:32]([C:31]2[CH:30]=[N:29][N:28]3[C:17]([C:18]([F:21])([F:20])[F:19])=[CH:16][C:15]([C:7]4[CH:8]=[CH:9][C:10]([C:11]([F:14])([F:13])[F:12])=[C:5]([O:4][CH2:3][C:2]([F:25])([F:24])[F:1])[CH:6]=4)=[N:26][C:27]=23)[CH:33]=[C:34]([CH3:39])[N:35]=1. The yield is 0.520. (4) The reactants are [CH3:1][O:2][C:3]1[CH:40]=[CH:39][C:6]([CH2:7][N:8]([CH2:30][C:31]2[CH:36]=[CH:35][C:34]([O:37][CH3:38])=[CH:33][CH:32]=2)[C:9]2[N:14]=[C:13]([CH3:15])[N:12]=[C:11]([C:16]3[C:17]([NH:22][C:23]4[CH:24]=[CH:25][C:26]([NH2:29])=[N:27][CH:28]=4)=[N:18][CH:19]=[CH:20][CH:21]=3)[N:10]=2)=[CH:5][CH:4]=1.[N:41]([CH:44]([CH3:46])[CH3:45])=[C:42]=[O:43]. The catalyst is C1COCC1. The product is [CH3:1][O:2][C:3]1[CH:4]=[CH:5][C:6]([CH2:7][N:8]([CH2:30][C:31]2[CH:32]=[CH:33][C:34]([O:37][CH3:38])=[CH:35][CH:36]=2)[C:9]2[N:14]=[C:13]([CH3:15])[N:12]=[C:11]([C:16]3[C:17]([NH:22][C:23]4[CH:24]=[CH:25][C:26]([NH:29][C:42]([NH:41][CH:44]([CH3:46])[CH3:45])=[O:43])=[N:27][CH:28]=4)=[N:18][CH:19]=[CH:20][CH:21]=3)[N:10]=2)=[CH:39][CH:40]=1. The yield is 0.720. (5) The reactants are [Cl:1][C:2]1[CH:10]=[C:9]([C:11]2[CH:12]=[CH:13][C:14]3[N:15]([C:17]([C:20]4[CH:25]=[CH:24][C:23]([C:26]#[N:27])=[CH:22][CH:21]=4)=[CH:18][N:19]=3)[CH:16]=2)[CH:8]=[CH:7][C:3]=1[C:4](O)=[O:5].CN1CCOCC1.CN(C(ON1N=NC2C=CC=NC1=2)=[N+](C)C)C.F[P-](F)(F)(F)(F)F.[CH3:59][N:60]1[CH2:65][CH2:64][NH:63][CH2:62][CH2:61]1. The catalyst is CN(C=O)C.O. The product is [Cl:1][C:2]1[CH:10]=[C:9]([C:11]2[CH:12]=[CH:13][C:14]3[N:15]([C:17]([C:20]4[CH:21]=[CH:22][C:23]([C:26]#[N:27])=[CH:24][CH:25]=4)=[CH:18][N:19]=3)[CH:16]=2)[CH:8]=[CH:7][C:3]=1[C:4]([N:63]1[CH2:64][CH2:65][N:60]([CH3:59])[CH2:61][CH2:62]1)=[O:5]. The yield is 0.240. (6) The reactants are [CH:1]1([C:7]2[C:8]3[S:23][C:22]([C:24]([OH:26])=[O:25])=[CH:21][C:9]=3[N:10]([CH2:18][O:19][CH3:20])[C:11]=2[C:12]2[CH:17]=[CH:16][CH:15]=[CH:14][CH:13]=2)[CH2:6][CH2:5][CH2:4][CH2:3][CH2:2]1.[Li]C(CC)C.CN(CCN(C)C)C.CN([CH:43]=[O:44])C. The catalyst is C1COCC1. The product is [CH:1]1([C:7]2[C:8]3[S:23][C:22]([C:24]([OH:26])=[O:25])=[C:21]([CH:43]=[O:44])[C:9]=3[N:10]([CH2:18][O:19][CH3:20])[C:11]=2[C:12]2[CH:17]=[CH:16][CH:15]=[CH:14][CH:13]=2)[CH2:2][CH2:3][CH2:4][CH2:5][CH2:6]1. The yield is 0.850. (7) The reactants are F[C:2]1[CH:7]=[CH:6][C:5]([F:8])=[CH:4][C:3]=1[N+:9]([O-:11])=[O:10].[OH:12][C:13]1[CH:14]=[C:15]([CH:21]=[CH:22][CH:23]=1)[C:16]([O:18][CH2:19][CH3:20])=[O:17].C([O-])([O-])=O.[K+].[K+]. The catalyst is CN(C=O)C. The product is [CH2:19]([O:18][C:16](=[O:17])[C:15]1[CH:21]=[CH:22][CH:23]=[C:13]([O:12][C:2]2[CH:7]=[CH:6][C:5]([F:8])=[CH:4][C:3]=2[N+:9]([O-:11])=[O:10])[CH:14]=1)[CH3:20]. The yield is 0.730. (8) The reactants are C([O:5][C:6](=O)[C@@H:7]([O:10][C:11]1[CH:34]=[CH:33][C:14]2[C:15]3[N:19]([CH2:20][CH2:21][O:22][C:13]=2[CH:12]=1)[CH:18]=[C:17]([C:23]1[N:24]([CH2:28][C:29]([F:32])([F:31])[F:30])[N:25]=[CH:26][N:27]=1)[N:16]=3)[CH2:8][CH3:9])(C)(C)C.C(O)(C(F)(F)F)=O.C[N:44](C(ON1N=NC2C=CC=NC1=2)=[N+](C)C)C.F[P-](F)(F)(F)(F)F.[Cl-].[NH4+].C(N(CC)CC)C. The catalyst is C(Cl)Cl. The product is [F:30][C:29]([F:32])([F:31])[CH2:28][N:24]1[C:23]([C:17]2[N:16]=[C:15]3[C:14]4[CH:33]=[CH:34][C:11]([O:10][C@@H:7]([CH2:8][CH3:9])[C:6]([NH2:44])=[O:5])=[CH:12][C:13]=4[O:22][CH2:21][CH2:20][N:19]3[CH:18]=2)=[N:27][CH:26]=[N:25]1. The yield is 0.390. (9) The reactants are BrC1C(N2CCN(C(NC3C=CC=CC=3)=O)CC2)=C2N=C(C3C=CC(N(C)C)=CC=3)NC2=NC=1.[Cl:35][C:36]1[C:37]([N:46]2[CH2:51][CH2:50][N:49]([CH2:52][C:53]3[CH:54]=[N:55][CH:56]=[N:57][CH:58]=3)[CH2:48][CH2:47]2)=[C:38]([N+:43]([O-])=O)[C:39]([NH2:42])=[N:40][CH:41]=1.[O-]S(S([O-])=O)=O.[Na+].[Na+].[CH3:67][O:68][C:69]1[CH:74]=[CH:73][C:72]([CH:75]=O)=[CH:71][CH:70]=1. The catalyst is C(O)C.CN(C=O)C. The product is [Cl:35][C:36]1[C:37]([N:46]2[CH2:51][CH2:50][N:49]([CH2:52][C:53]3[CH:54]=[N:55][CH:56]=[N:57][CH:58]=3)[CH2:48][CH2:47]2)=[C:38]2[N:43]=[C:75]([C:72]3[CH:73]=[CH:74][C:69]([O:68][CH3:67])=[CH:70][CH:71]=3)[NH:42][C:39]2=[N:40][CH:41]=1. The yield is 0.380. (10) The reactants are [Si](OC[C:10]1C=CC(C(F)(F)F)=C[N+:11]=1[O-])(C(C)(C)C)(C)C.[Si:21]([O:28][CH2:29][C:30]1[CH:35]=[CH:34][C:33]([Cl:36])=[CH:32][N+:31]=1[O-])([C:24]([CH3:27])([CH3:26])[CH3:25])([CH3:23])[CH3:22]. No catalyst specified. The product is [Si:21]([O:28][CH2:29][C:30]1[N:31]=[C:32]([C:10]#[N:11])[C:33]([Cl:36])=[CH:34][CH:35]=1)([C:24]([CH3:27])([CH3:26])[CH3:25])([CH3:23])[CH3:22]. The yield is 1.00.